This data is from Reaction yield outcomes from USPTO patents with 853,638 reactions. The task is: Predict the reaction yield, written as a fraction of the theoretical maximum amount of product (1.0 means a 100% yield; for example, 0.34 means a 34% yield). (1) The catalyst is C1(C)C=CC=CC=1.[Cu]I. The reactants are [F:1][C:2]1[CH:7]=[C:6](I)[CH:5]=[CH:4][C:3]=1[N:9]1[CH:14]=[C:13]([O:15][CH3:16])[C:12](=[O:17])[C:11]([C:18]2[N:22]([C:23]3[CH:28]=[CH:27][CH:26]=[CH:25][CH:24]=3)[N:21]=[CH:20][CH:19]=2)=[N:10]1.[C:29]([N:33]1[CH2:37][CH2:36][NH:35][C:34]1=[O:38])([CH3:32])([CH3:31])[CH3:30].N[C@@H]1CCCC[C@H]1N.[O-]P([O-])([O-])=O.[K+].[K+].[K+]. The product is [C:29]([N:33]1[CH2:37][CH2:36][N:35]([C:6]2[CH:5]=[CH:4][C:3]([N:9]3[CH:14]=[C:13]([O:15][CH3:16])[C:12](=[O:17])[C:11]([C:18]4[N:22]([C:23]5[CH:28]=[CH:27][CH:26]=[CH:25][CH:24]=5)[N:21]=[CH:20][CH:19]=4)=[N:10]3)=[C:2]([F:1])[CH:7]=2)[C:34]1=[O:38])([CH3:32])([CH3:31])[CH3:30]. The yield is 0.390. (2) The reactants are [CH2:1]([NH:6][C:7]([C:9]1[CH:14]=[CH:13][C:12]([N:15]2[C:19]([CH2:20][CH2:21][CH3:22])=[C:18]([C:23]([OH:25])=O)[N:17]=[N:16]2)=[CH:11][CH:10]=1)=[O:8])[CH2:2][CH2:3][CH2:4][CH3:5].C1C=C[C:29]2N(O)N=[N:32][C:30]=2[CH:31]=1.C1(N)CC1.CCN=C=NCCCN(C)C. The catalyst is C(#N)C.CN(C=O)C. The product is [CH:30]1([NH:32][C:23]([C:18]2[N:17]=[N:16][N:15]([C:12]3[CH:11]=[CH:10][C:9]([C:7]([NH:6][CH2:1][CH2:2][CH2:3][CH2:4][CH3:5])=[O:8])=[CH:14][CH:13]=3)[C:19]=2[CH2:20][CH2:21][CH3:22])=[O:25])[CH2:31][CH2:29]1. The yield is 0.551.